Dataset: TCR-epitope binding with 47,182 pairs between 192 epitopes and 23,139 TCRs. Task: Binary Classification. Given a T-cell receptor sequence (or CDR3 region) and an epitope sequence, predict whether binding occurs between them. (1) The epitope is RLYYDSMSY. The TCR CDR3 sequence is CASSPALGDQETQYF. Result: 0 (the TCR does not bind to the epitope). (2) The epitope is RLDKVEAEV. The TCR CDR3 sequence is CASSITGTGEAFF. Result: 0 (the TCR does not bind to the epitope). (3) The epitope is YIFFASFYY. The TCR CDR3 sequence is CASSSTGTGGETQYF. Result: 1 (the TCR binds to the epitope). (4) The epitope is FLLNKEMYL. The TCR CDR3 sequence is CSLGLAGAPYNEQFF. Result: 1 (the TCR binds to the epitope).